Dataset: Catalyst prediction with 721,799 reactions and 888 catalyst types from USPTO. Task: Predict which catalyst facilitates the given reaction. (1) Reactant: CS(C)=O.[CH3:5][C:6]1[CH:7]=[C:8]([OH:20])[C:9]([C:13]2[CH:18]=[CH:17][C:16]([CH3:19])=[CH:15][N:14]=2)=[N:10][C:11]=1[CH3:12].Cl[C:22]1[C:31]2[C:26](=[CH:27][C:28]([Cl:32])=[CH:29][CH:30]=2)[N:25]=[CH:24][CH:23]=1.C(=O)([O-])[O-].[Cs+].[Cs+]. Product: [Cl:32][C:28]1[CH:27]=[C:26]2[C:31]([C:22]([O:20][C:8]3[C:9]([C:13]4[CH:18]=[CH:17][C:16]([CH3:19])=[CH:15][N:14]=4)=[N:10][C:11]([CH3:12])=[C:6]([CH3:5])[CH:7]=3)=[CH:23][CH:24]=[N:25]2)=[CH:30][CH:29]=1. The catalyst class is: 6. (2) Reactant: [CH2:1]([N:3]([CH2:16][CH3:17])[C:4](=[O:15])[C:5]1[CH:10]=[CH:9][C:8](F)=[C:7]([N+:12]([O-:14])=[O:13])[CH:6]=1)[CH3:2].[N:18]1([CH2:24][CH2:25][NH2:26])[CH2:23][CH2:22][O:21][CH2:20][CH2:19]1. Product: [CH2:1]([N:3]([CH2:16][CH3:17])[C:4](=[O:15])[C:5]1[CH:10]=[CH:9][C:8]([NH:26][CH2:25][CH2:24][N:18]2[CH2:23][CH2:22][O:21][CH2:20][CH2:19]2)=[C:7]([N+:12]([O-:14])=[O:13])[CH:6]=1)[CH3:2]. The catalyst class is: 14. (3) Reactant: [C:1]([O:5][C:6]([N:8]1[CH2:13][CH2:12][CH:11]([CH:14]=[CH:15][C:16]2[O:17][C:18]3[CH:24]=[CH:23][C:22]([S:25][CH3:26])=[CH:21][C:19]=3[CH:20]=2)[CH2:10][CH2:9]1)=[O:7])([CH3:4])([CH3:3])[CH3:2].C1C=C(Cl)C=C(C(OO)=[O:35])C=1.C([O-])(O)=O.[Na+]. Product: [C:1]([O:5][C:6]([N:8]1[CH2:13][CH2:12][CH:11]([CH:14]=[CH:15][C:16]2[O:17][C:18]3[CH:24]=[CH:23][C:22]([S:25]([CH3:26])=[O:35])=[CH:21][C:19]=3[CH:20]=2)[CH2:10][CH2:9]1)=[O:7])([CH3:4])([CH3:3])[CH3:2]. The catalyst class is: 2. (4) Reactant: [O:1]1[C:10]2[CH:9]=[C:8]([CH2:11][NH:12][C:13]3([C:26]([O:28][CH3:29])=[O:27])[CH2:18][CH2:17][N:16](C(OC(C)(C)C)=O)[CH2:15][CH2:14]3)[N:7]=[CH:6][C:5]=2[O:4][CH2:3][CH2:2]1.FC(F)(F)C(O)=O. Product: [O:1]1[C:10]2[CH:9]=[C:8]([CH2:11][NH:12][C:13]3([C:26]([O:28][CH3:29])=[O:27])[CH2:14][CH2:15][NH:16][CH2:17][CH2:18]3)[N:7]=[CH:6][C:5]=2[O:4][CH2:3][CH2:2]1. The catalyst class is: 2. (5) Reactant: Br[C:2]1[CH:14]=[CH:13][C:12]2[N:11]([C:15]3[CH:20]=[CH:19][CH:18]=[CH:17][CH:16]=3)[C:10]3[CH:9]=[C:8]4[C:21]5[C:26]([C:27]6[CH:28]=[CH:29][CH:30]=[CH:31][C:32]=6[C:7]4=[CH:6][C:5]=3[C:4]=2[CH:3]=1)=[CH:25][CH:24]=[CH:23][CH:22]=5.[B:42]1([B:42]2[O:46][C:45]([CH3:48])([CH3:47])[C:44]([CH3:50])([CH3:49])[O:43]2)[O:46][C:45]([CH3:48])([CH3:47])[C:44]([CH3:50])([CH3:49])[O:43]1.C([O-])(=O)C.[K+]. Product: [C:15]1([N:11]2[C:10]3[CH:9]=[C:8]4[C:21]5[C:26]([C:27]6[CH:28]=[CH:29][CH:30]=[CH:31][C:32]=6[C:7]4=[CH:6][C:5]=3[C:4]3[CH:3]=[C:2]([B:42]4[O:43][C:44]([CH3:49])([CH3:50])[C:45]([CH3:47])([CH3:48])[O:46]4)[CH:14]=[CH:13][C:12]2=3)=[CH:25][CH:24]=[CH:23][CH:22]=5)[CH:20]=[CH:19][CH:18]=[CH:17][CH:16]=1. The catalyst class is: 203. (6) Reactant: [N+:1]([C:4]1[CH:5]=[C:6]([NH2:11])[C:7]([NH2:10])=[CH:8][CH:9]=1)([O-:3])=[O:2].[C:12](N1C=CN=C1)(N1C=CN=C1)=[O:13].O. Product: [N+:1]([C:4]1[CH:9]=[CH:8][C:7]2[NH:10][C:12](=[O:13])[NH:11][C:6]=2[CH:5]=1)([O-:3])=[O:2]. The catalyst class is: 3. (7) Reactant: C[O:2][C:3](=[O:24])[CH:4]([C:9]1[CH:14]=[CH:13][C:12]([C:15]2[CH:20]=[CH:19][CH:18]=[CH:17][CH:16]=2)=[CH:11][C:10]=1[N+:21]([O-:23])=[O:22])C(OC)=O. Product: [N+:21]([C:10]1[CH:11]=[C:12]([C:15]2[CH:16]=[CH:17][CH:18]=[CH:19][CH:20]=2)[CH:13]=[CH:14][C:9]=1[CH2:4][C:3]([OH:24])=[O:2])([O-:23])=[O:22]. The catalyst class is: 33. (8) Reactant: [OH:1][CH2:2][CH2:3][CH2:4][N:5]1[C:13](=[O:14])[C:12]2[C:7](=[CH:8][CH:9]=[CH:10][CH:11]=2)[C:6]1=[O:15]. Product: [O:15]=[C:6]1[C:7]2[C:12](=[CH:11][CH:10]=[CH:9][CH:8]=2)[C:13](=[O:14])[N:5]1[CH2:4][CH2:3][CH:2]=[O:1]. The catalyst class is: 425. (9) Product: [NH2:43][C:42]1[C:37]2[C:36]([C:44]#[N:45])=[CH:35][N:34]([C@H:11]3[C@@:10]([OH:9])([CH3:46])[CH:14]([OH:15])[CH:13]([CH2:24][OH:25])[O:12]3)[C:38]=2[N:39]=[CH:40][N:41]=1. The catalyst class is: 5. Reactant: C([O:9][C@:10]1([CH3:46])[CH:14]([O:15]C(=O)C2C=CC=CC=2)[CH:13]([CH2:24][O:25]C(=O)C2C=CC=CC=2)[O:12][C@H:11]1[N:34]1[C:38]2[N:39]=[CH:40][N:41]=[C:42]([NH2:43])[C:37]=2[C:36]([C:44]#[N:45])=[CH:35]1)(=O)C1C=CC=CC=1.N. (10) Reactant: Br[C:2]1[CH:3]=[C:4]([NH2:10])[C:5]([CH3:9])=[N:6][C:7]=1[Cl:8].[C:11]([C:13]1[CH:18]=[CH:17][C:16](B(O)O)=[CH:15][CH:14]=1)#[N:12].C([O-])([O-])=O.[Na+].[Na+]. Product: [NH2:10][C:4]1[CH:3]=[C:2]([C:16]2[CH:17]=[CH:18][C:13]([C:11]#[N:12])=[CH:14][CH:15]=2)[C:7]([Cl:8])=[N:6][C:5]=1[CH3:9]. The catalyst class is: 117.